This data is from Forward reaction prediction with 1.9M reactions from USPTO patents (1976-2016). The task is: Predict the product of the given reaction. (1) The product is: [O:1]=[C:2]1[C:6]2[CH:7]=[CH:8][C:9]([O:11][CH2:12][C:13]([OH:15])=[O:14])=[CH:10][C:5]=2[CH2:4][O:3]1. Given the reactants [O:1]=[C:2]1[C:6]2[CH:7]=[CH:8][C:9]([O:11][CH2:12][C:13]([O:15]C(C)(C)C)=[O:14])=[CH:10][C:5]=2[CH2:4][O:3]1, predict the reaction product. (2) The product is: [F:1][C:2]1[CH:3]=[CH:4][C:5]([N:8]2[C:11](=[O:12])[C@H:10]([S:13][CH2:14][CH:15]([C:17]3[CH:18]=[CH:19][C:20]([F:23])=[CH:21][CH:22]=3)[OH:16])[C@H:9]2[C:24]2[CH:44]=[CH:43][C:27]([O:28][CH2:29][C:30]([NH:32][C@H:33]([C:37]3[CH:42]=[CH:41][CH:40]=[CH:39][CH:38]=3)[C:34]([NH:45][C@@H:46]([C:54]3[CH:55]=[CH:56][CH:57]=[CH:58][CH:59]=3)[C:47]([OH:49])=[O:48])=[O:35])=[O:31])=[CH:26][CH:25]=2)=[CH:6][CH:7]=1. Given the reactants [F:1][C:2]1[CH:7]=[CH:6][C:5]([N:8]2[C:11](=[O:12])[C@H:10]([S:13][CH2:14][C:15]([C:17]3[CH:22]=[CH:21][C:20]([F:23])=[CH:19][CH:18]=3)=[O:16])[C@H:9]2[C:24]2[CH:44]=[CH:43][C:27]([O:28][CH2:29][C:30]([NH:32][C@H:33]([C:37]3[CH:42]=[CH:41][CH:40]=[CH:39][CH:38]=3)[C:34](O)=[O:35])=[O:31])=[CH:26][CH:25]=2)=[CH:4][CH:3]=1.[NH2:45][C@@H:46]([C:54]1[CH:59]=[CH:58][CH:57]=[CH:56][CH:55]=1)[C:47]([O:49]C(C)(C)C)=[O:48].CN(C(ON1N=NC2C=CC=CC1=2)=[N+](C)C)C.[B-](F)(F)(F)F, predict the reaction product. (3) Given the reactants [CH3:1][C:2]([O:10][OH:11])([O:8][OH:9])[CH2:3][CH2:4][CH:5]([CH3:7])[CH3:6].[CH2:12]([CH:14]([CH2:20][CH2:21][CH2:22][CH3:23])[CH2:15][O:16][C:17](Cl)=[O:18])[CH3:13].[OH-].[Na+].[C:26](Cl)(=[O:30])[CH:27]([CH3:29])[CH3:28], predict the reaction product. The product is: [CH2:12]([CH:14]([CH2:20][CH2:21][CH2:22][CH3:23])[CH2:15][O:16][C:17]([O:9][O:8][C:2]([O:10][O:11][C:26](=[O:30])[CH:27]([CH3:29])[CH3:28])([CH2:3][CH2:4][CH:5]([CH3:7])[CH3:6])[CH3:1])=[O:18])[CH3:13]. (4) Given the reactants [F:1][C:2]([F:22])([F:21])[O:3][C:4]1[CH:9]=[CH:8][C:7]([N:10]2[CH2:14][CH2:13][C:12]3([CH2:19][CH2:18][NH:17][CH2:16][CH2:15]3)[C:11]2=[O:20])=[CH:6][CH:5]=1.O=C(Cl)[O:25][C:26](Cl)(Cl)Cl.[CH2:31]([NH:33][C:34]1[CH:39]=[CH:38][CH:37]=[CH:36][CH:35]=1)[CH3:32], predict the reaction product. The product is: [CH2:31]([N:33]([C:34]1[CH:39]=[CH:38][CH:37]=[CH:36][CH:35]=1)[C:26]([N:17]1[CH2:16][CH2:15][C:12]2([C:11](=[O:20])[N:10]([C:7]3[CH:8]=[CH:9][C:4]([O:3][C:2]([F:1])([F:21])[F:22])=[CH:5][CH:6]=3)[CH2:14][CH2:13]2)[CH2:19][CH2:18]1)=[O:25])[CH3:32]. (5) Given the reactants COC1C=CC([NH:9][C:10]2[N:15]=[C:14]([CH2:16][N:17]3[CH2:21][CH2:20][CH2:19][C:18]3=[O:22])[C:13]([O:23][C:24]3[CH:25]=[N:26][C:27]([S:30]([CH3:33])(=[O:32])=[O:31])=[CH:28][CH:29]=3)=[CH:12][CH:11]=2)=CC=1.FC(F)(F)C(O)=O, predict the reaction product. The product is: [NH2:9][C:10]1[N:15]=[C:14]([CH2:16][N:17]2[CH2:21][CH2:20][CH2:19][C:18]2=[O:22])[C:13]([O:23][C:24]2[CH:25]=[N:26][C:27]([S:30]([CH3:33])(=[O:31])=[O:32])=[CH:28][CH:29]=2)=[CH:12][CH:11]=1. (6) Given the reactants [CH3:1][N:2]1[C:14]2[CH:13]=[CH:12][CH:11]=[CH:10][C:9]=2[C:8]2[C:3]1=[CH:4][CH:5]=[CH:6][CH:7]=2.C1C(=O)N([Br:22])C(=O)C1, predict the reaction product. The product is: [Br:22][C:11]1[CH:12]=[CH:13][C:14]2[N:2]([CH3:1])[C:3]3[C:8]([C:9]=2[CH:10]=1)=[CH:7][CH:6]=[CH:5][CH:4]=3. (7) Given the reactants Br[C:2]1[CH:3]=[C:4]([S:8]([NH:11][C:12]2[CH:21]=[CH:20][C:15]([C:16]([O:18][CH3:19])=[O:17])=[C:14]([OH:22])[CH:13]=2)(=[O:10])=[O:9])[S:5][C:6]=1[Cl:7].[CH3:23][O:24][C:25]1[N:30]=[CH:29][C:28](B(O)O)=[CH:27][CH:26]=1, predict the reaction product. The product is: [Cl:7][C:6]1[S:5][C:4]([S:8]([NH:11][C:12]2[CH:21]=[CH:20][C:15]([C:16]([O:18][CH3:19])=[O:17])=[C:14]([OH:22])[CH:13]=2)(=[O:10])=[O:9])=[CH:3][C:2]=1[C:28]1[CH:29]=[N:30][C:25]([O:24][CH3:23])=[CH:26][CH:27]=1. (8) Given the reactants [Br:1][C:2]1[CH:7]=[CH:6][C:5]([C:8]2[CH:9]=[N:10][NH:11][CH:12]=2)=[CH:4][CH:3]=1.C([O-])([O-])=O.[K+].[K+].[CH3:19][C:20]1([CH3:23])[CH2:22][O:21]1, predict the reaction product. The product is: [Br:1][C:2]1[CH:3]=[CH:4][C:5]([C:8]2[CH:12]=[N:11][N:10]([CH2:19][C:20]([CH3:23])([OH:21])[CH3:22])[CH:9]=2)=[CH:6][CH:7]=1.